Task: Predict the reactants needed to synthesize the given product.. Dataset: Retrosynthesis with 50K atom-mapped reactions and 10 reaction types from USPTO (1) The reactants are: Brc1cc(Br)cc(-c2nc3ccccc3s2)c1.OB(O)c1cccnc1. Given the product Brc1cc(-c2cccnc2)cc(-c2nc3ccccc3s2)c1, predict the reactants needed to synthesize it. (2) Given the product CC(C)Nc1cccc(N)c1C#N, predict the reactants needed to synthesize it. The reactants are: CC(C)Nc1cccc([N+](=O)[O-])c1C#N. (3) The reactants are: C=O.O=C(NCCSc1ccc(OC(F)(F)F)cc1)OCc1ccccc1. Given the product O=C(OCc1ccccc1)N1CCSc2ccc(OC(F)(F)F)cc2C1, predict the reactants needed to synthesize it. (4) Given the product C[C@H]1CN(Cc2ccccc2)C[C@@H](C)N1, predict the reactants needed to synthesize it. The reactants are: BrCc1ccccc1.C[C@H]1CNC[C@@H](C)N1. (5) Given the product CC[C@@H]1c2c(C#N)ncn2-c2cnc(Nc3ccc(C(=O)O)cc3OC)nc2N1C1CCCC1, predict the reactants needed to synthesize it. The reactants are: CC[C@@H]1c2c(C#N)ncn2-c2cnc(Cl)nc2N1C1CCCC1.COc1cc(C(=O)O)ccc1N. (6) Given the product COc1ccc(N(CCc2ccc(C(F)(F)F)cc2)C(=O)C(C(=O)OCc2ccccc2)c2ccccc2)cc1OC, predict the reactants needed to synthesize it. The reactants are: COc1ccc(NCCc2ccc(C(F)(F)F)cc2)cc1OC.O=C(O)C(C(=O)OCc1ccccc1)c1ccccc1. (7) Given the product COC(=O)[C@@H](NC(=O)OC(C)(C)C)c1ccc(O)cc1, predict the reactants needed to synthesize it. The reactants are: CC(C)(C)OC(=O)OC(=O)OC(C)(C)C.COC(=O)[C@@H](N)c1ccc(O)cc1.